From a dataset of Forward reaction prediction with 1.9M reactions from USPTO patents (1976-2016). Predict the product of the given reaction. (1) Given the reactants [CH2:1]([O:3][C:4](=[O:10])[C:5]([CH3:9])=[C:6]([NH2:8])[CH3:7])[CH3:2].C[O:12]C(=O)CC(=O)C.[CH3:19][C:20]1[CH:21]=CC=CC=1C, predict the reaction product. The product is: [CH2:1]([O:3][C:4]([C:5]1[C:9](=[O:12])[CH:21]=[C:20]([CH3:19])[NH:8][C:6]=1[CH3:7])=[O:10])[CH3:2]. (2) Given the reactants [CH3:1][O:2][C:3]1[CH:8]=[CH:7][CH:6]=[CH:5][C:4]=1[N:9]1[CH2:14][CH2:13][NH:12][CH2:11][CH2:10]1.[Br:15]Br, predict the reaction product. The product is: [Br:15][C:7]1[CH:6]=[CH:5][C:4]([N:9]2[CH2:14][CH2:13][NH:12][CH2:11][CH2:10]2)=[C:3]([O:2][CH3:1])[CH:8]=1.